From a dataset of Full USPTO retrosynthesis dataset with 1.9M reactions from patents (1976-2016). Predict the reactants needed to synthesize the given product. (1) Given the product [NH2:1][C:2]1[N:7]=[C:6]([NH2:27])[C:5]([C:11]2[CH:12]=[CH:13][C:14](=[O:20])[N:15]([CH:17]([CH3:19])[CH3:18])[N:16]=2)=[C:4]([C:21]2[CH:26]=[CH:25][CH:24]=[CH:23][CH:22]=2)[N:3]=1, predict the reactants needed to synthesize it. The reactants are: [NH2:1][C:2]1[N:7]=[C:6](S(C)=O)[C:5]([C:11]2[CH:12]=[CH:13][C:14](=[O:20])[N:15]([CH:17]([CH3:19])[CH3:18])[N:16]=2)=[C:4]([C:21]2[CH:26]=[CH:25][CH:24]=[CH:23][CH:22]=2)[N:3]=1.[NH3:27]. (2) Given the product [CH2:21]([N:11]([CH2:10][C:7]1[CH:6]=[CH:5][C:4]([C:3]([OH:24])=[O:2])=[CH:9][CH:8]=1)[CH:12]1[CH2:20][CH2:19][C:15]2[N:16]=[CH:17][S:18][C:14]=2[CH2:13]1)[CH2:22][CH3:23], predict the reactants needed to synthesize it. The reactants are: C[O:2][C:3](=[O:24])[C:4]1[CH:9]=[CH:8][C:7]([CH2:10][N:11]([CH2:21][CH2:22][CH3:23])[CH:12]2[CH2:20][CH2:19][C:15]3[N:16]=[CH:17][S:18][C:14]=3[CH2:13]2)=[CH:6][CH:5]=1.[OH-].[Na+].O. (3) The reactants are: FC1C=CC(C[O:7][C:8]2[CH:17]=[C:16]3[C:11]([CH:12]=[C:13](C(OCC)=O)[CH:14]=[N:15]3)=[N:10][CH:9]=2)=CC=1.O[C:26]1C=C2C(C=C(C(OCC)=O)C=N2)=NC=1.C([O-])([O-])=O.[Cs+].[Cs+].[F:47][C:48]1[CH:55]=[CH:54][C:51]([CH2:52]Cl)=[CH:50][CH:49]=1.CCO[C:59]([CH3:61])=[O:60]. Given the product [F:47][C:48]1[CH:55]=[CH:54][C:51]([CH2:52][O:7][C:8]2[CH:17]=[C:16]3[C:11]([CH:12]=[C:13]([C:59]([OH:60])([CH3:61])[CH3:26])[CH:14]=[N:15]3)=[N:10][CH:9]=2)=[CH:50][CH:49]=1, predict the reactants needed to synthesize it. (4) Given the product [F:1][C:2]1[CH:7]=[C:6]([F:8])[CH:5]=[CH:4][C:3]=1[C:9]1[CH:14]=[C:13]([N:15]2[C:19]3[CH:20]=[CH:21][C:22]([C:24]4[N:25]=[N:26][N:27]([CH:29]5[CH2:30][CH2:31][N:32]([CH3:35])[CH2:33][CH2:34]5)[CH:28]=4)=[CH:23][C:18]=3[N:17]=[CH:16]2)[CH:12]=[C:11]([NH2:36])[CH:10]=1, predict the reactants needed to synthesize it. The reactants are: [F:1][C:2]1[CH:7]=[C:6]([F:8])[CH:5]=[CH:4][C:3]=1[C:9]1[CH:14]=[C:13]([N:15]2[C:19]3[CH:20]=[CH:21][C:22]([C:24]4[N:25]=[N:26][N:27]([CH:29]5[CH2:34][CH2:33][N:32]([CH3:35])[CH2:31][CH2:30]5)[CH:28]=4)=[CH:23][C:18]=3[N:17]=[CH:16]2)[CH:12]=[C:11]([NH:36]C(=O)C)[CH:10]=1. (5) Given the product [NH2:8][C:9]1[N:14]=[C:13]([CH3:15])[N:12]=[C:11]([C:16]2[CH:23]=[C:20]([CH2:21][N:48]3[CH2:49][CH:46]([OH:45])[CH2:47]3)[CH:19]=[N:18][C:17]=2[NH:24][C:25]2[CH:26]=[N:27][C:28]([O:31][CH3:32])=[CH:29][CH:30]=2)[N:10]=1, predict the reactants needed to synthesize it. The reactants are: COC1C=CC(C[N:8](CC2C=CC(OC)=CC=2)[C:9]2[N:14]=[C:13]([CH3:15])[N:12]=[C:11]([C:16]3[C:17]([NH:24][C:25]4[CH:26]=[N:27][C:28]([O:31][CH3:32])=[CH:29][CH:30]=4)=[N:18][CH:19]=[C:20]([CH:23]=3)[CH:21]=O)[N:10]=2)=CC=1.Cl.[OH:45][CH:46]1[CH2:49][NH:48][CH2:47]1. (6) Given the product [F:36][C:2]([F:1])([F:37])[C:3]1[CH:4]=[C:5]([CH:29]=[C:30]([C:32]([F:35])([F:33])[F:34])[CH:31]=1)[CH2:6][S:7]([N:10]([CH2:12][C:13]1[CH:17]=[C:16]([C:18]([OH:20])=[O:19])[N:15]([C:22]2[C:27]([Cl:28])=[CH:26][CH:25]=[CH:24][N:23]=2)[N:14]=1)[CH3:11])(=[O:9])=[O:8], predict the reactants needed to synthesize it. The reactants are: [F:1][C:2]([F:37])([F:36])[C:3]1[CH:4]=[C:5]([CH:29]=[C:30]([C:32]([F:35])([F:34])[F:33])[CH:31]=1)[CH2:6][S:7]([N:10]([CH2:12][C:13]1[CH:17]=[C:16]([C:18]([O:20]C)=[O:19])[N:15]([C:22]2[C:27]([Cl:28])=[CH:26][CH:25]=[CH:24][N:23]=2)[N:14]=1)[CH3:11])(=[O:9])=[O:8].[OH-].[Na+]. (7) Given the product [C:35]([C:32]1[CH:31]=[CH:30][C:29]([C@@H:5]([OH:4])[CH2:6][CH2:7][CH2:8][N:9]2[CH2:14][CH2:13][CH:12]([C:15]([OH:28])([C:22]3[CH:27]=[CH:26][CH:25]=[CH:24][CH:23]=3)[C:16]3[CH:17]=[CH:18][CH:19]=[CH:20][CH:21]=3)[CH2:11][CH2:10]2)=[CH:34][CH:33]=1)([CH3:38])([CH3:36])[CH3:37], predict the reactants needed to synthesize it. The reactants are: C([O:4][C@H:5]([C:29]1[CH:34]=[CH:33][C:32]([C:35]([CH3:38])([CH3:37])[CH3:36])=[CH:31][CH:30]=1)[CH2:6][CH2:7][CH2:8][N:9]1[CH2:14][CH2:13][CH:12]([C:15]([OH:28])([C:22]2[CH:27]=[CH:26][CH:25]=[CH:24][CH:23]=2)[C:16]2[CH:21]=[CH:20][CH:19]=[CH:18][CH:17]=2)[CH2:11][CH2:10]1)(=O)C.[H-].[Al+3].[Li+].[H-].[H-].[H-]. (8) Given the product [CH3:1][C:2]1[CH:11]=[CH:10][CH:9]=[C:8]([NH2:12])[C:3]=1[C:4]([O:6][CH3:7])=[O:5], predict the reactants needed to synthesize it. The reactants are: [CH3:1][C:2]1[CH:11]=[CH:10][CH:9]=[C:8]([N+:12]([O-])=O)[C:3]=1[C:4]([O:6][CH3:7])=[O:5]. (9) Given the product [CH:18]1([CH2:17][C:2]([CH3:4])([CH3:3])[C:1]#[N:5])[CH2:16][CH2:15]1, predict the reactants needed to synthesize it. The reactants are: [C:1](#[N:5])[CH:2]([CH3:4])[CH3:3].[Li+].CC([N-]C(C)C)C.Br[CH2:15][CH:16]1[CH2:18][CH2:17]1. (10) Given the product [F:9][C:10]1[CH:17]=[CH:16][CH:15]=[C:14]([F:18])[C:11]=1[CH:12]([NH:5][CH2:1][CH:2]([CH3:4])[CH3:3])[C:6]#[N:7], predict the reactants needed to synthesize it. The reactants are: [CH2:1]([NH2:5])[CH:2]([CH3:4])[CH3:3].[C-:6]#[N:7].[Na+].[F:9][C:10]1[CH:17]=[CH:16][CH:15]=[C:14]([F:18])[C:11]=1[CH:12]=O.